Dataset: Forward reaction prediction with 1.9M reactions from USPTO patents (1976-2016). Task: Predict the product of the given reaction. Given the reactants [NH2:1]OS(O)(=O)=O.[NH2:7][C:8]1[NH:12][N:11]=[C:10]([C:13]2[CH:18]=[CH:17][C:16]([F:19])=[CH:15][CH:14]=2)[CH:9]=1.[OH-].[K+], predict the reaction product. The product is: [NH2:1][N:12]1[C:8]([NH2:7])=[CH:9][C:10]([C:13]2[CH:18]=[CH:17][C:16]([F:19])=[CH:15][CH:14]=2)=[N:11]1.